Task: Predict the reactants needed to synthesize the given product.. Dataset: Full USPTO retrosynthesis dataset with 1.9M reactions from patents (1976-2016) (1) Given the product [CH3:35][C:36]1[CH:37]=[C:38]([NH:43][C:44](=[O:74])[NH:45][C:46]2[CH:51]=[CH:50][C:49]([C:52]3[CH:60]=[C:59]4[C:55]([CH2:56][N:57]([C@@H:62]([CH:67]([CH3:69])[CH3:68])[C:63]([OH:65])=[O:64])[C:58]4=[O:61])=[CH:54][CH:53]=3)=[C:48]([C:70]([F:73])([F:71])[F:72])[CH:47]=2)[CH:39]=[CH:40][C:41]=1[CH3:42], predict the reactants needed to synthesize it. The reactants are: ClC1C=CC=CC=1NC(=O)NC1C=CC(C2C=C3C(CN([C@@H](C(C)C)C(O)=O)C3=O)=CC=2)=NC=1.[CH3:35][C:36]1[CH:37]=[C:38]([NH:43][C:44](=[O:74])[NH:45][C:46]2[CH:51]=[CH:50][C:49]([C:52]3[CH:60]=[C:59]4[C:55]([CH2:56][N:57]([C@@H:62]([CH:67]([CH3:69])[CH3:68])[C:63]([O:65]C)=[O:64])[C:58]4=[O:61])=[CH:54][CH:53]=3)=[C:48]([C:70]([F:73])([F:72])[F:71])[CH:47]=2)[CH:39]=[CH:40][C:41]=1[CH3:42]. (2) Given the product [O:10]1[C:11]2[CH:17]=[CH:16][CH:15]=[CH:14][C:12]=2[N:13]=[C:9]1[C:8]1[C:2]([Cl:1])=[CH:3][C:4]2[N:18]([CH:19]3[CH2:24][CH2:23][O:22][CH2:21][CH2:20]3)[C:26]([CH3:27])=[N:6][C:5]=2[CH:7]=1, predict the reactants needed to synthesize it. The reactants are: [Cl:1][C:2]1[C:8]([C:9]2[O:10][C:11]3[CH:17]=[CH:16][CH:15]=[CH:14][C:12]=3[N:13]=2)=[CH:7][C:5]([NH2:6])=[C:4]([NH:18][CH:19]2[CH2:24][CH2:23][O:22][CH2:21][CH2:20]2)[CH:3]=1.Cl.[C:26](=N)(OC)[CH3:27].O. (3) Given the product [Cl:1][C:2]1[CH:3]=[CH:4][C:5]2[N:11]3[CH:12]=[CH:13][CH:14]=[C:10]3[C@@H:9]([CH2:15][C:16]([N:39]3[CH2:38][CH2:37][CH:36]([CH2:32][C:33]([O:35][CH2:43][CH3:44])=[O:34])[CH2:41][CH2:40]3)=[O:17])[S:8][C@H:7]([C:19]3[CH:24]=[CH:23][CH:22]=[C:21]([O:25][CH3:26])[C:20]=3[O:27][CH3:28])[C:6]=2[CH:29]=1, predict the reactants needed to synthesize it. The reactants are: [Cl:1][C:2]1[CH:3]=[CH:4][C:5]2[N:11]3[CH:12]=[CH:13][CH:14]=[C:10]3[C@@H:9]([CH2:15][C:16](O)=[O:17])[S:8][C@H:7]([C:19]3[CH:24]=[CH:23][CH:22]=[C:21]([O:25][CH3:26])[C:20]=3[O:27][CH3:28])[C:6]=2[CH:29]=1.C([CH:32]([CH:36]1[CH2:41][CH2:40][NH:39][CH2:38][CH2:37]1)[C:33]([OH:35])=[O:34])C.Cl.[CH2:43](N=C=NCCCN(C)C)[CH3:44].ON1C2C=CC=CC=2N=N1. (4) Given the product [CH:1]1([CH:7]([NH:20][C:21]2[CH:22]=[CH:23][C:24]([C:27]([NH:29][CH2:30][CH2:31][C:32]([OH:34])=[O:33])=[O:28])=[CH:25][CH:26]=2)[C:8]2[N:12]([CH3:13])[C:11]3[CH:14]=[C:15]([O:18][CH3:19])[CH:16]=[CH:17][C:10]=3[N:9]=2)[CH2:6][CH2:5][CH2:4][CH2:3][CH2:2]1, predict the reactants needed to synthesize it. The reactants are: [CH:1]1([CH:7]([NH:20][C:21]2[CH:26]=[CH:25][C:24]([C:27]([NH:29][CH2:30][CH2:31][C:32]([O:34]CC)=[O:33])=[O:28])=[CH:23][CH:22]=2)[C:8]2[N:12]([CH3:13])[C:11]3[CH:14]=[C:15]([O:18][CH3:19])[CH:16]=[CH:17][C:10]=3[N:9]=2)[CH2:6][CH2:5][CH2:4][CH2:3][CH2:2]1.O1CCCC1.[OH-].[Na+]. (5) The reactants are: [CH2:1]([S:8][C:9]1[CH:10]=[C:11]2[C:16](=[CH:17][CH:18]=1)[N:15]([C@@H:19]1[CH2:24][CH2:23][CH2:22][CH2:21][C@H:20]1[OH:25])[C:14](=[O:26])[CH:13]=[CH:12]2)[C:2]1[CH:7]=[CH:6][CH:5]=[CH:4][CH:3]=1.[CH3:27][Si]([N-][Si](C)(C)C)(C)C.[K+].O1CCCC1.IC.[Cl-].[NH4+]. Given the product [CH2:1]([S:8][C:9]1[CH:10]=[C:11]2[C:16](=[CH:17][CH:18]=1)[N:15]([C@@H:19]1[CH2:24][CH2:23][CH2:22][CH2:21][C@H:20]1[O:25][CH3:27])[C:14](=[O:26])[CH:13]=[CH:12]2)[C:2]1[CH:7]=[CH:6][CH:5]=[CH:4][CH:3]=1, predict the reactants needed to synthesize it. (6) Given the product [CH3:11][C:7]1[CH:6]=[C:5]([C:3](=[O:4])[C:2]([C:12]2[CH:13]=[CH:14][C:15]([S:18][CH3:19])=[CH:16][CH:17]=2)=[O:1])[CH:10]=[CH:9][CH:8]=1, predict the reactants needed to synthesize it. The reactants are: [OH:1][CH:2]([C:12]1[CH:17]=[CH:16][C:15]([S:18][CH3:19])=[CH:14][CH:13]=1)[C:3]([C:5]1[CH:10]=[CH:9][CH:8]=[C:7]([CH3:11])[CH:6]=1)=[O:4].[Bi]=O. (7) Given the product [F:1][C:2]1[CH:17]=[CH:16][CH:15]=[CH:14][C:3]=1[CH2:4][N:5]1[C:9]([CH3:10])=[CH:8][C:7]([C:11]#[N:22])=[N:6]1, predict the reactants needed to synthesize it. The reactants are: [F:1][C:2]1[CH:17]=[CH:16][CH:15]=[CH:14][C:3]=1[CH2:4][N:5]1[C:9]([CH3:10])=[CH:8][C:7]([C:11](O)=O)=[N:6]1.CC([NH2:22])(C)C.C(N(CC)CC)C.C(P1(=O)OP(CCC)(=O)OP(CCC)(=O)O1)CC.P(Cl)(Cl)(Cl)=O.